From a dataset of Reaction yield outcomes from USPTO patents with 853,638 reactions. Predict the reaction yield, written as a fraction of the theoretical maximum amount of product (1.0 means a 100% yield; for example, 0.34 means a 34% yield). (1) The reactants are Br[C:2]1[CH:3]=[N:4][CH:5]=[C:6]2[C:11]=1[N:10]=[CH:9][CH:8]=[CH:7]2.[NH:12]1[CH2:17][CH2:16][NH:15][CH2:14][CH2:13]1.CC(C)([O-])C.[Na+].P(C(C)(C)C)(C(C)(C)C)C(C)(C)C. The catalyst is O. The product is [N:12]1([C:2]2[CH:3]=[N:4][CH:5]=[C:6]3[C:11]=2[N:10]=[CH:9][CH:8]=[CH:7]3)[CH2:17][CH2:16][NH:15][CH2:14][CH2:13]1. The yield is 0.350. (2) The catalyst is [Pd].CO. The product is [O:11]1[CH2:12][CH2:13][CH2:14][CH:10]1[C:5]1[CH:6]=[CH:7][CH:8]=[CH:9][C:4]=1[NH2:1]. The yield is 0.840. The reactants are [N+:1]([C:4]1[CH:9]=[CH:8][CH:7]=[CH:6][C:5]=1[CH:10]1[CH:14]=[CH:13][CH2:12][O:11]1)([O-])=O.[N+](C1C=CC=CC=1C1CC=CO1)([O-])=O.CCN(CC)CC. (3) The reactants are Cl.C(OCC)(=O)C.[C:8]1([CH2:14][O:15][C:16]([NH:18][CH2:19][CH2:20][O:21][C@H:22]2[CH2:27][CH2:26][CH2:25][N:24](C(OC(C)(C)C)=O)[CH2:23]2)=[O:17])[CH:13]=[CH:12][CH:11]=[CH:10][CH:9]=1.Cl. No catalyst specified. The product is [NH:24]1[CH2:25][CH2:26][CH2:27][C@H:22]([O:21][CH2:20][CH2:19][NH:18][C:16](=[O:17])[O:15][CH2:14][C:8]2[CH:13]=[CH:12][CH:11]=[CH:10][CH:9]=2)[CH2:23]1. The yield is 0.160. (4) The reactants are Br[C:2]1[N:7]=[C:6]2[S:8][C:9]([CH2:11][O:12][C:13]3[C:14]([F:23])=[C:15]([C:19]([F:22])=[CH:20][CH:21]=3)[C:16]([NH2:18])=[O:17])=[N:10][C:5]2=[CH:4][CH:3]=1.[CH3:24][N:25]1[CH:29]=[CH:28][CH:27]=[C:26]1[Sn](CCCC)(CCCC)CCCC.O. The catalyst is CN(C=O)C.[Pd].C1(P(C2C=CC=CC=2)C2C=CC=CC=2)C=CC=CC=1.C1(P(C2C=CC=CC=2)C2C=CC=CC=2)C=CC=CC=1.C1(P(C2C=CC=CC=2)C2C=CC=CC=2)C=CC=CC=1.C1(P(C2C=CC=CC=2)C2C=CC=CC=2)C=CC=CC=1. The product is [F:23][C:14]1[C:13]([O:12][CH2:11][C:9]2[S:8][C:6]3[C:5]([N:10]=2)=[CH:4][CH:3]=[C:2]([C:26]2[N:25]([CH3:24])[CH:29]=[CH:28][CH:27]=2)[N:7]=3)=[CH:21][CH:20]=[C:19]([F:22])[C:15]=1[C:16]([NH2:18])=[O:17]. The yield is 0.320.